Dataset: Forward reaction prediction with 1.9M reactions from USPTO patents (1976-2016). Task: Predict the product of the given reaction. (1) Given the reactants [NH2:1][NH:2][C:3]([C:5]1[CH:10]=[CH:9][C:8]([C:11]([F:14])([F:13])[F:12])=[CH:7][N:6]=1)=[NH:4].[CH2:15]([N:17]([CH2:27][CH3:28])[C:18]1[CH:25]=[CH:24][C:21]([CH:22]=O)=[C:20]([OH:26])[CH:19]=1)[CH3:16], predict the reaction product. The product is: [CH2:27]([N:17]([CH2:15][CH3:16])[C:18]1[CH:25]=[CH:24][C:21]([C:22]2[NH:1][N:2]=[C:3]([C:5]3[CH:10]=[CH:9][C:8]([C:11]([F:12])([F:13])[F:14])=[CH:7][N:6]=3)[N:4]=2)=[C:20]([OH:26])[CH:19]=1)[CH3:28]. (2) Given the reactants [O:1]=[C:2]1[N:10]([CH2:11][CH2:12][CH3:13])[C:9]2[N:8]=[C:7]([C:14]3[CH:15]=[N:16][N:17]([CH2:19][C:20](Cl)=[O:21])[CH:18]=3)[NH:6][C:5]=2[C:4](=[O:23])[N:3]1[CH2:24][CH2:25][CH3:26].[F:27][C:28]([F:42])([F:41])[C:29]1[CH:30]=[C:31]([N:35]2[CH2:40][CH2:39][NH:38][CH2:37][CH2:36]2)[CH:32]=[CH:33][CH:34]=1, predict the reaction product. The product is: [O:21]=[C:20]([N:38]1[CH2:37][CH2:36][N:35]([C:31]2[CH:32]=[CH:33][CH:34]=[C:29]([C:28]([F:41])([F:42])[F:27])[CH:30]=2)[CH2:40][CH2:39]1)[CH2:19][N:17]1[CH:18]=[C:14]([C:7]2[NH:6][C:5]3[C:4](=[O:23])[N:3]([CH2:24][CH2:25][CH3:26])[C:2](=[O:1])[N:10]([CH2:11][CH2:12][CH3:13])[C:9]=3[N:8]=2)[CH:15]=[N:16]1. (3) The product is: [Cl:5][C:6]1[CH:14]=[C:13]([CH3:15])[C:12]([N+:1]([O-:4])=[O:2])=[CH:11][C:7]=1[C:8]([OH:10])=[O:9]. Given the reactants [N+:1]([O-:4])(O)=[O:2].[Cl:5][C:6]1[CH:14]=[C:13]([CH3:15])[CH:12]=[CH:11][C:7]=1[C:8]([OH:10])=[O:9], predict the reaction product. (4) Given the reactants [F:1][C:2]1[C:7]([O:8][CH3:9])=[CH:6][C:5]([O:10][CH3:11])=[C:4]([F:12])[C:3]=1[N:13]1[CH2:18][C:17]2[CH:19]=[N:20][C:21]3[N:25](S(C4C=CC=CC=4)(=O)=O)[C:24]([CH2:35][N:36]4[CH:40]=[CH:39][N:38]=[CH:37]4)=[CH:23][C:22]=3[C:16]=2[N:15]([CH3:41])[C:14]1=[O:42].[F-], predict the reaction product. The product is: [F:12][C:4]1[C:5]([O:10][CH3:11])=[CH:6][C:7]([O:8][CH3:9])=[C:2]([F:1])[C:3]=1[N:13]1[CH2:18][C:17]2[CH:19]=[N:20][C:21]3[NH:25][C:24]([CH2:35][N:36]4[CH:40]=[CH:39][N:38]=[CH:37]4)=[CH:23][C:22]=3[C:16]=2[N:15]([CH3:41])[C:14]1=[O:42]. (5) Given the reactants [N:1]1([C:7]2[CH:8]=[CH:9][C:10]3[N:11]([C:13]([C:16]([F:19])([F:18])[F:17])=[N:14][N:15]=3)[N:12]=2)[CH2:6][CH2:5][NH:4][CH2:3][CH2:2]1.[C:20]([C:22]1[CH:23]=[C:24]([CH:27]=[CH:28][CH:29]=1)[CH:25]=O)#[CH:21], predict the reaction product. The product is: [C:20]([C:22]1[CH:23]=[C:24]([CH2:25][N:4]2[CH2:3][CH2:2][N:1]([C:7]3[CH:8]=[CH:9][C:10]4[N:11]([C:13]([C:16]([F:17])([F:18])[F:19])=[N:14][N:15]=4)[N:12]=3)[CH2:6][CH2:5]2)[CH:27]=[CH:28][CH:29]=1)#[CH:21]. (6) Given the reactants C[O:2][C:3](=[O:33])[C:4]([NH:7][C:8]([C:10]1[CH:19]=[C:18]([F:20])[C:17]2[C:12](=[CH:13][CH:14]=[CH:15][CH:16]=2)[C:11]=1[O:21][CH2:22][C:23]1[CH:28]=[CH:27][C:26]([C:29]([F:32])([F:31])[F:30])=[CH:25][CH:24]=1)=[O:9])([CH3:6])[CH3:5].C1COCC1.[OH-].[Na+].Cl, predict the reaction product. The product is: [F:20][C:18]1[C:17]2[C:12](=[CH:13][CH:14]=[CH:15][CH:16]=2)[C:11]([O:21][CH2:22][C:23]2[CH:24]=[CH:25][C:26]([C:29]([F:30])([F:31])[F:32])=[CH:27][CH:28]=2)=[C:10]([C:8]([NH:7][C:4]([CH3:6])([CH3:5])[C:3]([OH:33])=[O:2])=[O:9])[CH:19]=1. (7) Given the reactants [C:1]([O:5][C:6]([NH:8][CH2:9][C@H:10]1[CH2:15][CH2:14][C@H:13]([C:16]([NH:18][C@H:19]([C:39](=[O:52])[NH:40][C:41]2[CH:46]=[CH:45][C:44]([C:47]3[N:48]=[N:49][NH:50][N:51]=3)=[CH:43][CH:42]=2)[CH2:20][C:21]2[CH:26]=[CH:25][C:24]([C:27]3[C:32]([CH3:33])=[CH:31][C:30]([CH3:34])=[C:29]([C:35]([O:37]C)=[O:36])[CH:28]=3)=[CH:23][CH:22]=2)=[O:17])[CH2:12][CH2:11]1)=[O:7])([CH3:4])([CH3:3])[CH3:2].[OH-].[Li+].Cl, predict the reaction product. The product is: [C:1]([O:5][C:6]([NH:8][CH2:9][C@H:10]1[CH2:15][CH2:14][C@H:13]([C:16]([NH:18][C@H:19]([C:39](=[O:52])[NH:40][C:41]2[CH:46]=[CH:45][C:44]([C:47]3[N:48]=[N:49][NH:50][N:51]=3)=[CH:43][CH:42]=2)[CH2:20][C:21]2[CH:22]=[CH:23][C:24]([C:27]3[C:32]([CH3:33])=[CH:31][C:30]([CH3:34])=[C:29]([C:35]([OH:37])=[O:36])[CH:28]=3)=[CH:25][CH:26]=2)=[O:17])[CH2:12][CH2:11]1)=[O:7])([CH3:4])([CH3:2])[CH3:3]. (8) Given the reactants [N+:1]([C:4]1[CH:9]=[CH:8][C:7](/[C:10](/[CH3:16])=[CH:11]/[C:12]([O:14][CH3:15])=[O:13])=[CH:6][CH:5]=1)([O-])=O.[Cl-].[NH4+].O.O1CCCC1, predict the reaction product. The product is: [NH2:1][C:4]1[CH:5]=[CH:6][C:7](/[C:10](/[CH3:16])=[CH:11]/[C:12]([O:14][CH3:15])=[O:13])=[CH:8][CH:9]=1.